This data is from NCI-60 drug combinations with 297,098 pairs across 59 cell lines. The task is: Regression. Given two drug SMILES strings and cell line genomic features, predict the synergy score measuring deviation from expected non-interaction effect. (1) Drug 1: C1C(C(OC1N2C=NC3=C(N=C(N=C32)Cl)N)CO)O. Drug 2: CC1C(C(CC(O1)OC2CC(CC3=C2C(=C4C(=C3O)C(=O)C5=CC=CC=C5C4=O)O)(C(=O)C)O)N)O. Cell line: NCIH23. Synergy scores: CSS=42.4, Synergy_ZIP=-12.0, Synergy_Bliss=-10.8, Synergy_Loewe=-13.4, Synergy_HSA=-8.32. (2) Drug 1: C1=C(C(=O)NC(=O)N1)N(CCCl)CCCl. Drug 2: CC1CCCC2(C(O2)CC(NC(=O)CC(C(C(=O)C(C1O)C)(C)C)O)C(=CC3=CSC(=N3)C)C)C. Cell line: 786-0. Synergy scores: CSS=20.4, Synergy_ZIP=-0.963, Synergy_Bliss=-4.67, Synergy_Loewe=-5.05, Synergy_HSA=-4.98. (3) Drug 1: C1=CN(C(=O)N=C1N)C2C(C(C(O2)CO)O)O.Cl. Drug 2: B(C(CC(C)C)NC(=O)C(CC1=CC=CC=C1)NC(=O)C2=NC=CN=C2)(O)O. Cell line: SK-OV-3. Synergy scores: CSS=13.7, Synergy_ZIP=-6.21, Synergy_Bliss=-5.10, Synergy_Loewe=-11.2, Synergy_HSA=-4.29. (4) Drug 1: CC(C)(C#N)C1=CC(=CC(=C1)CN2C=NC=N2)C(C)(C)C#N. Drug 2: C1CC(=O)NC(=O)C1N2C(=O)C3=CC=CC=C3C2=O. Cell line: HT29. Synergy scores: CSS=4.37, Synergy_ZIP=0.964, Synergy_Bliss=3.54, Synergy_Loewe=2.08, Synergy_HSA=2.10. (5) Drug 1: CC1OCC2C(O1)C(C(C(O2)OC3C4COC(=O)C4C(C5=CC6=C(C=C35)OCO6)C7=CC(=C(C(=C7)OC)O)OC)O)O. Drug 2: CC1CCC2CC(C(=CC=CC=CC(CC(C(=O)C(C(C(=CC(C(=O)CC(OC(=O)C3CCCCN3C(=O)C(=O)C1(O2)O)C(C)CC4CCC(C(C4)OC)OCCO)C)C)O)OC)C)C)C)OC. Cell line: CAKI-1. Synergy scores: CSS=49.7, Synergy_ZIP=-12.9, Synergy_Bliss=-8.40, Synergy_Loewe=0.0126, Synergy_HSA=1.06. (6) Drug 1: CC12CCC3C(C1CCC2=O)CC(=C)C4=CC(=O)C=CC34C. Drug 2: CC12CCC3C(C1CCC2O)C(CC4=C3C=CC(=C4)O)CCCCCCCCCS(=O)CCCC(C(F)(F)F)(F)F. Synergy scores: CSS=25.4, Synergy_ZIP=-1.44, Synergy_Bliss=-2.11, Synergy_Loewe=-1.86, Synergy_HSA=-0.811. Cell line: A549.